This data is from Full USPTO retrosynthesis dataset with 1.9M reactions from patents (1976-2016). The task is: Predict the reactants needed to synthesize the given product. (1) Given the product [F:25][C:22]1[CH:23]=[CH:24][C:19]([S:16]([N:9]2[C:10]3=[N:11][CH:12]=[CH:13][CH:14]=[C:15]3[C:7]([CH2:6][C:5]([OH:29])=[O:4])=[C:8]2[CH3:28])(=[O:17])=[O:18])=[CH:20][C:21]=1[O:26][CH3:27], predict the reactants needed to synthesize it. The reactants are: [OH-].[Li+].C[O:4][C:5](=[O:29])[CH2:6][C:7]1[C:15]2[C:10](=[N:11][CH:12]=[CH:13][CH:14]=2)[N:9]([S:16]([C:19]2[CH:24]=[CH:23][C:22]([F:25])=[C:21]([O:26][CH3:27])[CH:20]=2)(=[O:18])=[O:17])[C:8]=1[CH3:28]. (2) Given the product [Cl:11][C:12]1[CH:21]=[C:22]2[C:27]([C:26]([C:3]3[C:4]4[C:5](=[N:6][CH:7]=[CH:8][CH:9]=4)[NH:10][C:2]=3[CH3:1])=[CH:25][CH:24]=[N:23]2)=[CH:14][CH:13]=1, predict the reactants needed to synthesize it. The reactants are: [CH3:1][C:2]1[NH:10][C:5]2=[N:6][CH:7]=[CH:8][CH:9]=[C:4]2[CH:3]=1.[Cl:11][C:12]1[C:21]2C(=CC=CC=2)N=[CH:14][CH:13]=1.[CH3:22][N:23]1[CH2:27][CH2:26][CH2:25][CH2:24]1. (3) Given the product [CH3:2][O:3][C:4]1[CH:5]=[C:6]([C:12]2[C@@H:21]3[C@@H:16]([CH2:17][CH2:18][CH2:19][CH2:20]3)[C:15](=[O:22])[N:14]([CH:23]3[CH2:24][CH2:25][N:26]([C:44](=[O:45])[C@@H:37]([NH:36][C:34](=[O:35])[O:33][C:29]([CH3:30])([CH3:32])[CH3:31])[CH2:38][N:39]4[CH:43]=[CH:42][CH:41]=[N:40]4)[CH2:27][CH2:28]3)[N:13]=2)[CH:7]=[CH:8][C:9]=1[O:10][CH3:11], predict the reactants needed to synthesize it. The reactants are: Cl.[CH3:2][O:3][C:4]1[CH:5]=[C:6]([C:12]2[C@@H:21]3[C@@H:16]([CH2:17][CH2:18][CH2:19][CH2:20]3)[C:15](=[O:22])[N:14]([CH:23]3[CH2:28][CH2:27][NH:26][CH2:25][CH2:24]3)[N:13]=2)[CH:7]=[CH:8][C:9]=1[O:10][CH3:11].[C:29]([O:33][C:34]([NH:36][C@H:37]([C:44](O)=[O:45])[CH2:38][N:39]1[CH:43]=[CH:42][CH:41]=[N:40]1)=[O:35])([CH3:32])([CH3:31])[CH3:30].CN(C(ON1N=NC2C=CC=CC1=2)=[N+](C)C)C.F[P-](F)(F)(F)(F)F.CCN(C(C)C)C(C)C. (4) The reactants are: [Br:1][C:2]1[CH:7]=[CH:6][CH:5]=[CH:4][C:3]=1[CH2:8][CH2:9][CH2:10][OH:11].[H-].[Na+].[CH3:14]I.[NH4+].[Cl-]. Given the product [CH3:14][O:11][CH2:10][CH2:9][CH2:8][C:3]1[CH:4]=[CH:5][CH:6]=[CH:7][C:2]=1[Br:1], predict the reactants needed to synthesize it. (5) The reactants are: Cl[C:2]1[N:7]=[C:6]([NH:8][C:9]2[CH:14]=[C:13]([O:15][CH3:16])[CH:12]=[C:11]([O:17][CH3:18])[CH:10]=2)[C:5]([F:19])=[CH:4][N:3]=1.[CH2:20]([O:22][C:23]([C:25]1[NH:26][C:27]2[C:32]([CH:33]=1)=[CH:31][CH:30]=[CH:29][C:28]=2[NH2:34])=[O:24])[CH3:21]. Given the product [CH3:18][O:17][C:11]1[CH:10]=[C:9]([NH:8][C:6]2[C:5]([F:19])=[CH:4][N:3]=[C:2]([NH:34][C:28]3[CH:29]=[CH:30][CH:31]=[C:32]4[C:27]=3[NH:26][C:25]([C:23]([O:22][CH2:20][CH3:21])=[O:24])=[CH:33]4)[N:7]=2)[CH:14]=[C:13]([O:15][CH3:16])[CH:12]=1, predict the reactants needed to synthesize it. (6) Given the product [NH2:15][C:12]1[CH:13]=[CH:14][C:9]([C:2]([CH3:1])([CH2:6][CH2:7][CH3:8])[C:3]([O:5][CH2:19][CH3:20])=[O:4])=[CH:10][CH:11]=1, predict the reactants needed to synthesize it. The reactants are: [CH3:1][C:2]([C:9]1[CH:14]=[CH:13][C:12]([N+:15]([O-])=O)=[CH:11][CH:10]=1)([CH2:6][CH2:7][CH3:8])[C:3]([OH:5])=[O:4].O1CC[CH2:20][CH2:19]1. (7) Given the product [CH3:17][C:10]1[CH:11]=[C:12]([CH3:16])[CH:13]=[C:14]([CH3:15])[C:9]=1[NH:8][C:6]1[CH:5]=[CH:4][N:3]=[C:2]([NH:23][C:24]2[CH:31]=[CH:30][C:27]([C:28]#[N:29])=[CH:26][CH:25]=2)[N:7]=1, predict the reactants needed to synthesize it. The reactants are: Cl[C:2]1[N:7]=[C:6]([NH:8][C:9]2[C:14]([CH3:15])=[CH:13][C:12]([CH3:16])=[CH:11][C:10]=2[CH3:17])[CH:5]=[CH:4][N:3]=1.Cl.CC(O)C.[NH2:23][C:24]1[CH:31]=[CH:30][C:27]([C:28]#[N:29])=[CH:26][CH:25]=1.C([O-])(O)=O.[Na+]. (8) Given the product [Br:8][C:9]1[CH:10]=[CH:11][C:12]([S:15]([NH:18][C@H:19]([CH3:22])[CH2:20][O:21][CH3:1])(=[O:16])=[O:17])=[CH:13][CH:14]=1, predict the reactants needed to synthesize it. The reactants are: [CH3:1][Si](C=[N+]=[N-])(C)C.[Br:8][C:9]1[CH:14]=[CH:13][C:12]([S:15]([NH:18][C@H:19]([CH3:22])[CH2:20][OH:21])(=[O:17])=[O:16])=[CH:11][CH:10]=1.F[B-](F)(F)F.[H+].O. (9) Given the product [Br:14][CH:3]1[C:2](=[O:13])[CH2:1][C:6]2([CH2:11][CH2:10][CH2:9][CH2:8][CH2:7]2)[CH2:5][C:4]1=[O:12], predict the reactants needed to synthesize it. The reactants are: [CH2:1]1[C:6]2([CH2:11][CH2:10][CH2:9][CH2:8][CH2:7]2)[CH2:5][C:4](=[O:12])[CH2:3][C:2]1=[O:13].[Br:14]Br.